Dataset: Full USPTO retrosynthesis dataset with 1.9M reactions from patents (1976-2016). Task: Predict the reactants needed to synthesize the given product. (1) Given the product [CH3:19][C:17]1[C:16]2[C:12](=[CH:13][N:14]([CH2:20][O:21][CH2:22][CH2:23][Si:24]([CH3:25])([CH3:27])[CH3:26])[N:15]=2)[CH:11]=[C:10]([CH2:9][CH:8]([NH:7][C:6](=[O:33])[O:5][C:1]([CH3:4])([CH3:2])[CH3:3])[C:28]2[N:29]([CH2:35][C:36]3[CH:41]=[CH:40][CH:39]=[CH:38][N:37]=3)[CH:30]=[CH:31][N:32]=2)[CH:18]=1, predict the reactants needed to synthesize it. The reactants are: [C:1]([O:5][C:6](=[O:33])[NH:7][CH:8]([C:28]1[NH:29][CH:30]=[CH:31][N:32]=1)[CH2:9][C:10]1[CH:18]=[C:17]([CH3:19])[C:16]2[C:12](=[CH:13][N:14]([CH2:20][O:21][CH2:22][CH2:23][Si:24]([CH3:27])([CH3:26])[CH3:25])[N:15]=2)[CH:11]=1)([CH3:4])([CH3:3])[CH3:2].Cl[CH2:35][C:36]1[CH:41]=[CH:40][CH:39]=[CH:38][N:37]=1.C(=O)([O-])[O-].[Cs+].[Cs+]. (2) The reactants are: [F:1][C:2]1[CH:7]=[CH:6][C:5]([C:8]2[C:9]([N:14]3[CH2:19][CH2:18][NH:17][CH2:16][CH2:15]3)=[N:10][CH:11]=[CH:12][N:13]=2)=[CH:4][CH:3]=1.[OH:20][CH2:21][CH2:22][CH2:23][N:24]1[CH:28]=[C:27]([CH:29]=O)[CH:26]=[N:25]1.C(O[BH-](OC(=O)C)OC(=O)C)(=O)C.[Na+].[Cl:45]CCCl. Given the product [ClH:45].[F:1][C:2]1[CH:7]=[CH:6][C:5]([C:8]2[C:9]([N:14]3[CH2:15][CH2:16][N:17]([CH2:29][C:27]4[CH:26]=[N:25][N:24]([CH2:23][CH2:22][CH2:21][OH:20])[CH:28]=4)[CH2:18][CH2:19]3)=[N:10][CH:11]=[CH:12][N:13]=2)=[CH:4][CH:3]=1, predict the reactants needed to synthesize it. (3) Given the product [C:1]([C@H:5]1[CH2:10][CH2:9][C@H:8]([O:11][C:12]2[C:13]([C:24]([F:25])([F:26])[F:27])=[C:14]3[C:19](=[CH:20][CH:21]=2)[CH:18]=[C:17]([CH2:22][NH:28][CH2:29][CH2:30][C:31]([NH:33][S:34]([C:37]2[CH:42]=[CH:41][CH:40]=[CH:39][CH:38]=2)(=[O:36])=[O:35])=[O:32])[CH:16]=[CH:15]3)[CH2:7][CH2:6]1)([CH3:4])([CH3:2])[CH3:3], predict the reactants needed to synthesize it. The reactants are: [C:1]([C@H:5]1[CH2:10][CH2:9][C@H:8]([O:11][C:12]2[C:13]([C:24]([F:27])([F:26])[F:25])=[C:14]3[C:19](=[CH:20][CH:21]=2)[CH:18]=[C:17]([CH:22]=O)[CH:16]=[CH:15]3)[CH2:7][CH2:6]1)([CH3:4])([CH3:3])[CH3:2].[NH2:28][CH2:29][CH2:30][C:31]([NH:33][S:34]([C:37]1[CH:42]=[CH:41][CH:40]=[CH:39][CH:38]=1)(=[O:36])=[O:35])=[O:32].[BH3-]C#N.[Na+]. (4) The reactants are: [CH3:1][C:2]([Si:5]([CH3:30])([CH3:29])[O:6][CH2:7][C:8]1[CH:13]=[CH:12][C:11]([C:14]2[CH:19]=[C:18]([O:20][CH3:21])[CH:17]=[CH:16][C:15]=2[F:22])=[C:10]([CH:23](O)[C:24]([CH3:27])([CH3:26])[CH3:25])[CH:9]=1)([CH3:4])[CH3:3].CCN(S(F)(F)[F:37])CC.O. Given the product [CH3:3][C:2]([Si:5]([O:6][CH2:7][C:8]1[CH:13]=[CH:12][C:11]([C:14]2[CH:19]=[C:18]([O:20][CH3:21])[CH:17]=[CH:16][C:15]=2[F:22])=[C:10]([CH:23]([F:37])[C:24]([CH3:26])([CH3:25])[CH3:27])[CH:9]=1)([CH3:29])[CH3:30])([CH3:1])[CH3:4], predict the reactants needed to synthesize it. (5) Given the product [Cl:2][C:3]1[CH:4]=[C:5]([CH:9]=[CH:10][C:11]=1[Cl:12])[CH2:6][N:15]([CH3:16])[CH2:18][CH2:19][C:22]#[N:25], predict the reactants needed to synthesize it. The reactants are: Cl.[Cl:2][C:3]1[CH:4]=[C:5]([CH:9]=[CH:10][C:11]=1[Cl:12])[CH2:6]CN.C([N:15]([CH2:18][CH3:19])[CH2:16]C)C.CO.[C:22](#[N:25])C=C. (6) Given the product [CH3:1][O:2][CH2:3][C@H:4]1[CH2:9][CH2:8][CH2:7][CH2:6][N:5]1[C:10]1[N:15]=[CH:14][N:13]=[C:12]([NH:16][C:17]2[CH:18]=[C:19]([CH2:23][S:24]([NH2:27])(=[O:26])=[O:25])[CH:20]=[CH:21][CH:22]=2)[N:11]=1, predict the reactants needed to synthesize it. The reactants are: [CH3:1][O:2][CH2:3][CH:4]1[CH2:9][CH2:8][CH2:7][CH2:6][N:5]1[C:10]1[N:15]=[CH:14][N:13]=[C:12]([NH:16][C:17]2[CH:18]=[C:19]([CH2:23][S:24]([NH2:27])(=[O:26])=[O:25])[CH:20]=[CH:21][CH:22]=2)[N:11]=1.ClC1N=CN=C(NC2C=C(CS(N)(=O)=O)C=CC=2)N=1.ClC1N=CN=C(NC2C=C(S(N)(=O)=O)C=CC=2)N=1. (7) Given the product [Br:15][C:16]1[CH:17]=[CH:18][C:19]2[N:20]([C:22]([C:25]3[CH:34]=[CH:33][C:32]4[C:27](=[C:28]([O:1][CH2:2][C:3]([CH3:14])([CH3:13])[CH2:4][NH:5][C:6](=[O:12])[O:7][C:8]([CH3:9])([CH3:11])[CH3:10])[CH:29]=[CH:30][CH:31]=4)[N:26]=3)=[N:23][N:24]=2)[CH:21]=1, predict the reactants needed to synthesize it. The reactants are: [OH:1][CH2:2][C:3]([CH3:14])([CH3:13])[CH2:4][NH:5][C:6](=[O:12])[O:7][C:8]([CH3:11])([CH3:10])[CH3:9].[Br:15][C:16]1[CH:17]=[CH:18][C:19]2[N:20]([C:22]([C:25]3[CH:34]=[CH:33][C:32]4[C:27](=[C:28](O)[CH:29]=[CH:30][CH:31]=4)[N:26]=3)=[N:23][N:24]=2)[CH:21]=1.